From a dataset of Serine/threonine kinase 33 screen with 319,792 compounds. Binary Classification. Given a drug SMILES string, predict its activity (active/inactive) in a high-throughput screening assay against a specified biological target. (1) The drug is S(=O)(=O)(Nc1c(OC)cccc1)c1c(ccc(NC(=S)NCC)c1)C. The result is 0 (inactive). (2) The molecule is Clc1c(NC(=O)c2c(nn(c2)CCC#N)c2ccc([N+]([O-])=O)cc2)cccc1. The result is 0 (inactive). (3) The compound is S=C(Nc1ccc(F)cc1)N\N=C\c1cc(F)c(F)cc1. The result is 0 (inactive). (4) The compound is FC(F)(F)c1ccc(N\C=C(/C(OCC)=O)C(OCC)=O)cc1. The result is 0 (inactive). (5) The molecule is Clc1cc(O)c(C(=O)N\N=C\C2CCC=CC2)cc1. The result is 0 (inactive). (6) The compound is N1(CCCCCC1)Cc1ccc(N)cc1. The result is 0 (inactive). (7) The molecule is O=C(NCCC=1CCCCC1)CN1C(=O)c2c(C1=O)ccc([N+]([O-])=O)c2. The result is 0 (inactive).